This data is from Reaction yield outcomes from USPTO patents with 853,638 reactions. The task is: Predict the reaction yield, written as a fraction of the theoretical maximum amount of product (1.0 means a 100% yield; for example, 0.34 means a 34% yield). The reactants are Br[C:2]1[CH:7]=[CH:6][C:5]([C:8]2[N:9]([CH2:14][C@@H:15]3[CH2:19][CH2:18][N:17]([C:20]([CH:22]4[CH2:24][CH2:23]4)=[O:21])[CH2:16]3)[C:10](=[O:13])[NH:11][N:12]=2)=[CH:4][CH:3]=1.[F:25][C:26]1[CH:31]=[CH:30][CH:29]=[CH:28][C:27]=1B(O)O.C([O-])([O-])=O.[K+].[K+].Cl. The catalyst is CCOC(C)=O.C1C=CC(P(C2C=CC=CC=2)[C-]2C=CC=C2)=CC=1.C1C=CC(P(C2C=CC=CC=2)[C-]2C=CC=C2)=CC=1.Cl[Pd]Cl.[Fe+2].C(Cl)Cl.O1CCOCC1. The product is [CH:22]1([C:20]([N:17]2[CH2:18][CH2:19][C@@H:15]([CH2:14][N:9]3[C:8]([C:5]4[CH:6]=[CH:7][C:2]([C:27]5[CH:28]=[CH:29][CH:30]=[CH:31][C:26]=5[F:25])=[CH:3][CH:4]=4)=[N:12][NH:11][C:10]3=[O:13])[CH2:16]2)=[O:21])[CH2:24][CH2:23]1. The yield is 0.620.